Dataset: Reaction yield outcomes from USPTO patents with 853,638 reactions. Task: Predict the reaction yield, written as a fraction of the theoretical maximum amount of product (1.0 means a 100% yield; for example, 0.34 means a 34% yield). (1) The reactants are [CH3:1][C:2]([O:5][C:6]([NH:8][C:9]([CH3:14])([C:11]([NH2:13])=O)[CH3:10])=[O:7])([CH3:4])[CH3:3].COC1C=CC(P2(SP(C3C=CC(OC)=CC=3)(=S)S2)=[S:24])=CC=1. The catalyst is O1CCCC1. The product is [NH2:13][C:11](=[S:24])[C:9]([NH:8][C:6](=[O:7])[O:5][C:2]([CH3:4])([CH3:3])[CH3:1])([CH3:14])[CH3:10]. The yield is 0.480. (2) The reactants are [CH3:1][C:2]1([CH3:12])[O:6][C:5](=[CH:7][C:8](Cl)=[O:9])[C:4](=[O:11])[O:3]1.[C:13]([O:17][C:18](=[O:30])[CH2:19][O:20][NH:21][CH2:22][C:23]1[CH:28]=[CH:27][C:26]([F:29])=[CH:25][CH:24]=1)([CH3:16])([CH3:15])[CH3:14]. No catalyst specified. The product is [C:13]([O:17][C:18](=[O:30])[CH2:19][O:20][N:21]([C:8](=[O:9])[CH:7]=[C:5]1[C:4](=[O:11])[O:3][C:2]([CH3:12])([CH3:1])[O:6]1)[CH2:22][C:23]1[CH:28]=[CH:27][C:26]([F:29])=[CH:25][CH:24]=1)([CH3:16])([CH3:14])[CH3:15]. The yield is 0.850. (3) The reactants are [CH3:1][O:2][C:3]1[CH:4]=[C:5]([C:11]2[C:19]3[C:14](=[CH:15][CH:16]=[C:17]([C:20]#[N:21])[CH:18]=3)[NH:13][N:12]=2)[CH:6]=[CH:7][C:8]=1[O:9][CH3:10].[OH-:22].[Na+].OO.Cl. The catalyst is C(O)C.O. The product is [CH3:1][O:2][C:3]1[CH:4]=[C:5]([C:11]2[C:19]3[C:14](=[CH:15][CH:16]=[C:17]([C:20]([NH2:21])=[O:22])[CH:18]=3)[NH:13][N:12]=2)[CH:6]=[CH:7][C:8]=1[O:9][CH3:10]. The yield is 0.840. (4) The reactants are [Cl:1][C:2]1[CH:7]=[CH:6][C:5]([Cl:8])=[CH:4][C:3]=1[S:9](Cl)(=[O:11])=[O:10].N1C=CC=CC=1.[NH2:19][C:20]1[CH:21]=[CH:22][C:23]2[O:27][C:26]([CH3:28])=[N:25][C:24]=2[CH:29]=1.C([O-])(O)=O.[Na+]. The catalyst is ClCCl. The product is [Cl:1][C:2]1[CH:7]=[CH:6][C:5]([Cl:8])=[CH:4][C:3]=1[S:9]([NH:19][C:20]1[CH:21]=[CH:22][C:23]2[O:27][C:26]([CH3:28])=[N:25][C:24]=2[CH:29]=1)(=[O:11])=[O:10]. The yield is 0.630.